Dataset: Forward reaction prediction with 1.9M reactions from USPTO patents (1976-2016). Task: Predict the product of the given reaction. (1) Given the reactants [CH2:1]([O:8][C@@H:9]1[C@@H:21]([OH:22])[C@:20]([CH3:24])([OH:23])[C@@H:19]([CH2:25][O:26][Si:27]([C:30]([CH3:33])([CH3:32])[CH3:31])([CH3:29])[CH3:28])[O:18][C@H:10]1[O:11][CH2:12][CH2:13][Si:14]([CH3:17])([CH3:16])[CH3:15])[C:2]1[CH:7]=[CH:6][CH:5]=[CH:4][CH:3]=1.N1C=CC=CC=1.Cl[C:41]([O:43][C:44]1[CH:49]=[CH:48][CH:47]=[CH:46][CH:45]=1)=[O:42], predict the reaction product. The product is: [CH2:1]([O:8][C@@H:9]1[C@@H:21]([O:22][C:41]([O:43][C:44]2[CH:49]=[CH:48][CH:47]=[CH:46][CH:45]=2)=[O:42])[C@:20]([CH3:24])([OH:23])[C@@H:19]([CH2:25][O:26][Si:27]([C:30]([CH3:33])([CH3:32])[CH3:31])([CH3:29])[CH3:28])[O:18][C@H:10]1[O:11][CH2:12][CH2:13][Si:14]([CH3:16])([CH3:15])[CH3:17])[C:2]1[CH:3]=[CH:4][CH:5]=[CH:6][CH:7]=1. (2) Given the reactants [O:1]1[C:5]2[CH:6]=[CH:7][CH:8]=[C:9]([CH2:10][CH2:11][NH2:12])[C:4]=2[O:3][CH2:2]1.[C:13](OC(=O)C)(=[O:15])[CH3:14], predict the reaction product. The product is: [O:1]1[C:5]2[CH:6]=[CH:7][CH:8]=[C:9]([CH2:10][CH2:11][NH:12][C:13](=[O:15])[CH3:14])[C:4]=2[O:3][CH2:2]1. (3) Given the reactants Cl[C:2]1[CH:11]=[C:10]2[C:5]([C:6]([C:12]3[CH:17]=[CH:16][C:15]([C:18]([F:21])([F:20])[F:19])=[CH:14][C:13]=3[O:22][CH3:23])=[CH:7][N:8]=[N:9]2)=[CH:4][CH:3]=1.CC1(C)C2C(=C(P(C3C=CC=CC=3)C3C=CC=CC=3)C=CC=2)OC2C(P(C3C=CC=CC=3)C3C=CC=CC=3)=CC=CC1=2.O1CCOCC1.[CH2:72]([SH:79])[C:73]1[CH:78]=[CH:77][CH:76]=[CH:75][CH:74]=1, predict the reaction product. The product is: [CH2:72]([S:79][C:2]1[CH:11]=[C:10]2[C:5]([C:6]([C:12]3[CH:17]=[CH:16][C:15]([C:18]([F:21])([F:20])[F:19])=[CH:14][C:13]=3[O:22][CH3:23])=[CH:7][N:8]=[N:9]2)=[CH:4][CH:3]=1)[C:73]1[CH:78]=[CH:77][CH:76]=[CH:75][CH:74]=1. (4) Given the reactants [CH2:1]([O:3][C:4]([C:6]1[CH:7]=[C:8]2[C:13](=[CH:14][CH:15]=1)[NH:12][CH:11]([C:16]1[CH:21]=[CH:20][CH:19]=C(NC)[CH:17]=1)[C:10]([CH3:25])([CH3:24])[CH2:9]2)=[O:5])[CH3:2].[N:26]1[CH:31]=CC=C[CH:27]=1.[CH3:32][N:33]([CH3:37])[C:34](Cl)=[O:35], predict the reaction product. The product is: [CH2:1]([O:3][C:4]([C:6]1[CH:7]=[C:8]2[C:13](=[CH:14][CH:15]=1)[NH:12][CH:11]([C:16]1[CH:21]=[CH:20][CH:19]=[C:32]([N:33]([CH3:37])[C:34]([N:26]([CH3:31])[CH3:27])=[O:35])[CH:17]=1)[C:10]([CH3:24])([CH3:25])[CH2:9]2)=[O:5])[CH3:2]. (5) Given the reactants [OH:1][CH2:2][CH:3]=[C:4]([CH3:29])[CH:5]=[CH:6][C:7]1([OH:28])[C:16]2[C:11](=[CH:12][CH:13]=[CH:14][CH:15]=2)[C:10](=[N:17][N:18]2[CH2:22][CH2:21][CH2:20][CH:19]2[CH2:23][O:24][CH3:25])[CH2:9][C:8]1([CH3:27])[CH3:26], predict the reaction product. The product is: [OH:28][C:7]1([CH:6]=[CH:5][C:4]([CH3:29])=[CH:3][CH:2]=[O:1])[C:16]2[C:11](=[CH:12][CH:13]=[CH:14][CH:15]=2)[C:10](=[N:17][N:18]2[CH2:22][CH2:21][CH2:20][CH:19]2[CH2:23][O:24][CH3:25])[CH2:9][C:8]1([CH3:26])[CH3:27]. (6) Given the reactants CO.[Br:3][C:4]1[CH:5]=[N:6][C:7](=[O:10])[NH:8][CH:9]=1.[CH:11]1[C:20]2[C:15](=[CH:16][CH:17]=[CH:18][CH:19]=2)[CH:14]=[CH:13][C:12]=1B(O)O, predict the reaction product. The product is: [Br:3][C:4]1[CH:5]=[N:6][C:7](=[O:10])[N:8]([C:13]2[CH:12]=[CH:11][C:20]3[C:15](=[CH:16][CH:17]=[CH:18][CH:19]=3)[CH:14]=2)[CH:9]=1. (7) Given the reactants Cl.O1CCOCC1.[F:8][C:9]1([F:30])[CH2:14][CH2:13][CH:12]([CH2:15][N:16]2[CH2:21][CH2:20][CH:19]([NH:22]C(=O)OC(C)(C)C)[CH2:18][CH2:17]2)[CH2:11][CH2:10]1.CO.[OH-].[Na+], predict the reaction product. The product is: [F:30][C:9]1([F:8])[CH2:10][CH2:11][CH:12]([CH2:15][N:16]2[CH2:17][CH2:18][CH:19]([NH2:22])[CH2:20][CH2:21]2)[CH2:13][CH2:14]1. (8) Given the reactants Cl.Cl.[NH2:3][CH2:4][CH2:5][C:6]1[N:10]=[CH:9][NH:8][CH:7]=1.C([O-])([O-])=O.[Na+].[Na+].C(OC([N:24](C(OC(C)(C)C)=O)[C:25](=[NH:28])SC)=O)(C)(C)C.C(Cl)(Cl)Cl.CO, predict the reaction product. The product is: [C:25]([NH:3][CH2:4][CH2:5][C:6]1[N:10]=[CH:9][NH:8][CH:7]=1)(=[NH:24])[NH2:28]. (9) Given the reactants C(O[C:4]([C:6]1[C:10]([C:11]([O:13]CC)=O)=[C:9]([C:16]2[CH:21]=[CH:20][CH:19]=[C:18]([N+:22]([O-:24])=[O:23])[CH:17]=2)[O:8][C:7]=1[NH2:25])=[O:5])C.C[N:27]([CH:29]=O)C.C(O)=O.C([NH2:36])=O, predict the reaction product. The product is: [OH:5][C:4]1[C:6]2[C:10]([C:11]([NH2:36])=[O:13])=[C:9]([C:16]3[CH:21]=[CH:20][CH:19]=[C:18]([N+:22]([O-:24])=[O:23])[CH:17]=3)[O:8][C:7]=2[N:25]=[CH:29][N:27]=1. (10) Given the reactants Br[CH2:2][C:3]1[CH:12]=[CH:11][CH:10]=[C:9]([N+:13]([O-:15])=[O:14])[C:4]=1[C:5]([O:7][CH3:8])=[O:6].C[N+]1([O-])CC[O:20]CC1, predict the reaction product. The product is: [CH:2]([C:3]1[CH:12]=[CH:11][CH:10]=[C:9]([N+:13]([O-:15])=[O:14])[C:4]=1[C:5]([O:7][CH3:8])=[O:6])=[O:20].